From a dataset of Reaction yield outcomes from USPTO patents with 853,638 reactions. Predict the reaction yield, written as a fraction of the theoretical maximum amount of product (1.0 means a 100% yield; for example, 0.34 means a 34% yield). The reactants are [Cl:1][C:2]1[CH:16]=[C:15]([O:17][CH3:18])[CH:14]=[CH:13][C:3]=1[O:4][C:5]1[S:6][C:7]([CH:10]=[N:11][OH:12])=[CH:8][N:9]=1.[Cl:19]N1C(=O)CCC1=O.O. The catalyst is CN(C)C=O. The product is [Cl:1][C:2]1[CH:16]=[C:15]([O:17][CH3:18])[CH:14]=[CH:13][C:3]=1[O:4][C:5]1[S:6][C:7]([C:10]([Cl:19])=[N:11][OH:12])=[CH:8][N:9]=1. The yield is 0.950.